The task is: Predict the product of the given reaction.. This data is from Forward reaction prediction with 1.9M reactions from USPTO patents (1976-2016). Given the reactants [CH3:1][C:2]1[N:7]2[N:8]=[CH:9][C:10]([C:11]([OH:13])=O)=[C:6]2[N:5]=[C:4]([C:14]2[CH:19]=[CH:18][C:17]([C:20]([F:23])([F:22])[F:21])=[CH:16][CH:15]=2)[CH:3]=1.O[NH:25][C:26]([C:28]1[S:29][C:30]([S:33](=[O:36])(=[O:35])[NH2:34])=[CH:31][CH:32]=1)=[NH:27], predict the reaction product. The product is: [CH3:1][C:2]1[N:7]2[N:8]=[CH:9][C:10]([C:11]3[O:13][N:27]=[C:26]([C:28]4[S:29][C:30]([S:33]([NH2:34])(=[O:36])=[O:35])=[CH:31][CH:32]=4)[N:25]=3)=[C:6]2[N:5]=[C:4]([C:14]2[CH:19]=[CH:18][C:17]([C:20]([F:22])([F:21])[F:23])=[CH:16][CH:15]=2)[CH:3]=1.